Task: Regression. Given a peptide amino acid sequence and an MHC pseudo amino acid sequence, predict their binding affinity value. This is MHC class I binding data.. Dataset: Peptide-MHC class I binding affinity with 185,985 pairs from IEDB/IMGT (1) The peptide sequence is TKDAERGKL. The binding affinity (normalized) is 0.0847. The MHC is HLA-B18:01 with pseudo-sequence HLA-B18:01. (2) The peptide sequence is LVLQAGFFLL. The MHC is HLA-A02:02 with pseudo-sequence HLA-A02:02. The binding affinity (normalized) is 0.953. (3) The peptide sequence is LPFTLGIMAI. The MHC is HLA-B53:01 with pseudo-sequence HLA-B53:01. The binding affinity (normalized) is 0.428. (4) The peptide sequence is SNYLELDTI. The MHC is Patr-B2401 with pseudo-sequence Patr-B2401. The binding affinity (normalized) is 0.217. (5) The peptide sequence is HYDAPVFPI. The MHC is HLA-B15:17 with pseudo-sequence HLA-B15:17. The binding affinity (normalized) is 0.0847. (6) The peptide sequence is FLPKDYFPSV. The MHC is HLA-A02:07 with pseudo-sequence HLA-A02:07. The binding affinity (normalized) is 0.734. (7) The peptide sequence is LTDSPETHHY. The MHC is HLA-A29:02 with pseudo-sequence HLA-A29:02. The binding affinity (normalized) is 0.264. (8) The peptide sequence is KVFPYALINK. The MHC is HLA-B45:06 with pseudo-sequence HLA-B45:06. The binding affinity (normalized) is 0.213. (9) The peptide sequence is LTFLDCLYY. The MHC is HLA-B35:01 with pseudo-sequence HLA-B35:01. The binding affinity (normalized) is 0.605. (10) The peptide sequence is KSYETEYPK. The MHC is HLA-A03:01 with pseudo-sequence HLA-A03:01. The binding affinity (normalized) is 0.391.